Dataset: Forward reaction prediction with 1.9M reactions from USPTO patents (1976-2016). Task: Predict the product of the given reaction. (1) Given the reactants [Cl:1][C:2]1[CH:7]=[CH:6][CH:5]=[CH:4][C:3]=1[CH:8]([O:10][C:11](=[O:27])[NH:12][C:13]1[C:14]([CH3:26])=[N:15][O:16][C:17]=1[C:18]1[CH:23]=[CH:22][C:21]([CH2:24]Cl)=[CH:20][CH:19]=1)[CH3:9].[CH3:28][O:29][C:30]([CH2:32][C:33]1[CH:34]=[C:35](B(O)O)[CH:36]=[CH:37][CH:38]=1)=[O:31], predict the reaction product. The product is: [CH3:28][O:29][C:30](=[O:31])[CH2:32][C:33]1[CH:38]=[CH:37][CH:36]=[C:35]([CH2:24][C:21]2[CH:22]=[CH:23][C:18]([C:17]3[O:16][N:15]=[C:14]([CH3:26])[C:13]=3[NH:12][C:11]([O:10][CH:8]([C:3]3[CH:4]=[CH:5][CH:6]=[CH:7][C:2]=3[Cl:1])[CH3:9])=[O:27])=[CH:19][CH:20]=2)[CH:34]=1. (2) Given the reactants CC1SC=C([C:7]#[C:8][C@:9]23[CH2:16][C@:13]([NH:17][C:18](C4C=NC=CN=4)=[O:19])([CH2:14][CH2:15]2)[CH2:12][CH2:11][CH2:10]3)N=1.[CH3:26][C:27]1[S:28][CH:29]=[C:30](C#C[C@@]23C[C@@](NC(C4C=NC=CN=4)=O)(CC2)CCC3)[N:31]=1.[N:51]1[CH:56]=[CH:55][N:54]=[CH:53][C:52]=1C(O)=O, predict the reaction product. The product is: [CH3:26][C:27]1[S:28][CH:29]=[C:30]([C:18]([NH:17][C@@:13]23[CH2:16][C@@:9]([C:8]#[C:7][C:52]4[CH:53]=[N:54][CH:55]=[CH:56][N:51]=4)([CH2:15][CH2:14]2)[CH2:10][CH2:11][CH2:12]3)=[O:19])[N:31]=1.